From a dataset of Full USPTO retrosynthesis dataset with 1.9M reactions from patents (1976-2016). Predict the reactants needed to synthesize the given product. Given the product [Br:24][CH:1]([C:3]1[C:12]([C:13]2[CH:18]=[CH:17][CH:16]=[CH:15][CH:14]=2)=[C:11]([C:19]([O:21][CH3:22])=[O:20])[C:10]2[C:5](=[CH:6][CH:7]=[C:8]([F:23])[CH:9]=2)[N:4]=1)[CH3:2], predict the reactants needed to synthesize it. The reactants are: [CH2:1]([C:3]1[C:12]([C:13]2[CH:18]=[CH:17][CH:16]=[CH:15][CH:14]=2)=[C:11]([C:19]([O:21][CH3:22])=[O:20])[C:10]2[C:5](=[CH:6][CH:7]=[C:8]([F:23])[CH:9]=2)[N:4]=1)[CH3:2].[Br:24]N1C(C)(C)C(=O)N(Br)C1=O.C(OOC(=O)C1C=CC=CC=1)(=O)C1C=CC=CC=1.C(=O)(O)[O-].[Na+].